Dataset: Catalyst prediction with 721,799 reactions and 888 catalyst types from USPTO. Task: Predict which catalyst facilitates the given reaction. (1) Reactant: Cl[C:2]1[C:7]2[N:8]=[CH:9][N:10]([CH3:11])[C:6]=2[C:5]([C:12]([O:14][CH2:15][CH3:16])=[O:13])=[CH:4][N:3]=1.[Cl:17][C:18]1[CH:19]=[C:20]([CH:22]=[CH:23][CH:24]=1)[NH2:21]. Product: [Cl:17][C:18]1[CH:19]=[C:20]([NH:21][C:2]2[C:7]3[N:8]=[CH:9][N:10]([CH3:11])[C:6]=3[C:5]([C:12]([O:14][CH2:15][CH3:16])=[O:13])=[CH:4][N:3]=2)[CH:22]=[CH:23][CH:24]=1. The catalyst class is: 12. (2) Reactant: C(OC(=O)[NH:7][C:8]1[CH:13]=[C:12]([CH2:14][CH2:15][CH3:16])C(C(F)(F)F)=[CH:10][C:9]=1[NH:21][C:22](=[O:38])[CH2:23][C:24](=O)[C:25]1[CH:30]=[CH:29][CH:28]=[C:27]([C:31]2[CH:32]=[N:33][CH:34]=[CH:35][CH:36]=2)[CH:26]=1)(C)(C)C.[C:40](O)([C:42]([F:45])([F:44])[F:43])=O. Product: [CH2:14]([C:12]1[C:40]([C:42]([F:45])([F:44])[F:43])=[CH:10][C:9]2[NH:21][C:22](=[O:38])[CH2:23][C:24]([C:25]3[CH:30]=[CH:29][CH:28]=[C:27]([C:31]4[CH:32]=[N:33][CH:34]=[CH:35][CH:36]=4)[CH:26]=3)=[N:7][C:8]=2[CH:13]=1)[CH2:15][CH3:16]. The catalyst class is: 2.